Dataset: Full USPTO retrosynthesis dataset with 1.9M reactions from patents (1976-2016). Task: Predict the reactants needed to synthesize the given product. (1) Given the product [ClH:25].[CH:22]([NH:21][C:16]1([C:18]([NH2:20])=[O:19])[CH2:17][NH:14][CH2:15]1)([CH3:24])[CH3:23], predict the reactants needed to synthesize it. The reactants are: C([N:14]1[CH2:17][C:16]([NH:21][CH:22]([CH3:24])[CH3:23])([C:18]([NH2:20])=[O:19])[CH2:15]1)(C1C=CC=CC=1)C1C=CC=CC=1.[ClH:25].CCOCC.O. (2) Given the product [NH2:17][C:15]1[N:14]=[CH:13][N:12]=[C:11]2[N:10]([C:37]([NH:35][CH2:34][C:19]3[CH:29]=[CH:23][CH:22]=[CH:21][CH:20]=3)=[O:38])[N:9]=[C:8]([C:5]3[CH:6]=[CH:7][C:2]([Cl:1])=[CH:3][CH:4]=3)[C:16]=12, predict the reactants needed to synthesize it. The reactants are: [Cl:1][C:2]1[CH:7]=[CH:6][C:5]([C:8]2[C:16]3[C:11](=[N:12][CH:13]=[N:14][C:15]=3[NH2:17])[NH:10][N:9]=2)=[CH:4][CH:3]=1.N1[CH:23]=[CH:22][CH:21]=[CH:20][CH:19]=1.CS(Cl)(=O)=O.[C:29]([O-])(O)=O.[Na+].[CH3:34][N:35]([CH:37]=[O:38])C.